Dataset: NCI-60 drug combinations with 297,098 pairs across 59 cell lines. Task: Regression. Given two drug SMILES strings and cell line genomic features, predict the synergy score measuring deviation from expected non-interaction effect. Drug 1: COC1=NC(=NC2=C1N=CN2C3C(C(C(O3)CO)O)O)N. Drug 2: C1CNP(=O)(OC1)N(CCCl)CCCl. Cell line: OVCAR3. Synergy scores: CSS=-12.2, Synergy_ZIP=9.97, Synergy_Bliss=7.56, Synergy_Loewe=-8.80, Synergy_HSA=-8.80.